Task: Regression. Given two drug SMILES strings and cell line genomic features, predict the synergy score measuring deviation from expected non-interaction effect.. Dataset: NCI-60 drug combinations with 297,098 pairs across 59 cell lines (1) Drug 1: CC1=C(C=C(C=C1)NC(=O)C2=CC=C(C=C2)CN3CCN(CC3)C)NC4=NC=CC(=N4)C5=CN=CC=C5. Drug 2: CC1C(C(CC(O1)OC2CC(CC3=C2C(=C4C(=C3O)C(=O)C5=C(C4=O)C(=CC=C5)OC)O)(C(=O)CO)O)N)O.Cl. Cell line: ACHN. Synergy scores: CSS=31.8, Synergy_ZIP=3.18, Synergy_Bliss=4.10, Synergy_Loewe=-26.5, Synergy_HSA=0.468. (2) Drug 1: C1CCC(C1)C(CC#N)N2C=C(C=N2)C3=C4C=CNC4=NC=N3. Drug 2: CC1=C(N=C(N=C1N)C(CC(=O)N)NCC(C(=O)N)N)C(=O)NC(C(C2=CN=CN2)OC3C(C(C(C(O3)CO)O)O)OC4C(C(C(C(O4)CO)O)OC(=O)N)O)C(=O)NC(C)C(C(C)C(=O)NC(C(C)O)C(=O)NCCC5=NC(=CS5)C6=NC(=CS6)C(=O)NCCC[S+](C)C)O. Cell line: BT-549. Synergy scores: CSS=-4.78, Synergy_ZIP=-2.21, Synergy_Bliss=-8.02, Synergy_Loewe=-27.6, Synergy_HSA=-10.9. (3) Drug 1: CS(=O)(=O)C1=CC(=C(C=C1)C(=O)NC2=CC(=C(C=C2)Cl)C3=CC=CC=N3)Cl. Drug 2: CC1C(C(CC(O1)OC2CC(OC(C2O)C)OC3=CC4=CC5=C(C(=O)C(C(C5)C(C(=O)C(C(C)O)O)OC)OC6CC(C(C(O6)C)O)OC7CC(C(C(O7)C)O)OC8CC(C(C(O8)C)O)(C)O)C(=C4C(=C3C)O)O)O)O. Synergy scores: CSS=61.0, Synergy_ZIP=25.4, Synergy_Bliss=25.4, Synergy_Loewe=27.3, Synergy_HSA=26.2. Cell line: SF-539.